Dataset: Reaction yield outcomes from USPTO patents with 853,638 reactions. Task: Predict the reaction yield, written as a fraction of the theoretical maximum amount of product (1.0 means a 100% yield; for example, 0.34 means a 34% yield). The reactants are [Cl:1][C:2]1[CH:7]=[CH:6][C:5](I)=[CH:4][C:3]=1[Cl:9].[CH2:10]([OH:13])[CH:11]=[CH2:12].C(=O)(O)[O-].[Na+]. The yield is 0.670. The product is [Cl:9][C:3]1[CH:4]=[C:5]([CH2:12][CH2:11][CH:10]=[O:13])[CH:6]=[CH:7][C:2]=1[Cl:1]. The catalyst is [Cl-].C([N+](CC)(CC)CC)C1C=CC=CC=1.CN(C=O)C.C([O-])(=O)C.[Pd+2].C([O-])(=O)C.